Dataset: Reaction yield outcomes from USPTO patents with 853,638 reactions. Task: Predict the reaction yield, written as a fraction of the theoretical maximum amount of product (1.0 means a 100% yield; for example, 0.34 means a 34% yield). (1) The reactants are [C:1]([O:9][C@H:10]1[CH2:15][C@@H:14](O)[CH2:13][N:12]([C:17]([O:19][CH2:20][C:21]2[CH:26]=[CH:25][CH:24]=[CH:23][CH:22]=2)=[O:18])[CH2:11]1)(=[O:8])[C:2]1[CH:7]=[CH:6][CH:5]=[CH:4][CH:3]=1.C(N(CC)CC)C.CS(Cl)(=O)=O.[N-:39]=[N+:40]=[N-:41].[Na+]. The catalyst is ClCCl.CCOC(C)=O. The product is [N:39]([C@H:14]1[CH2:15][C@H:10]([O:9][C:1](=[O:8])[C:2]2[CH:7]=[CH:6][CH:5]=[CH:4][CH:3]=2)[CH2:11][N:12]([C:17]([O:19][CH2:20][C:21]2[CH:26]=[CH:25][CH:24]=[CH:23][CH:22]=2)=[O:18])[CH2:13]1)=[N+:40]=[N-:41]. The yield is 0.880. (2) The reactants are [CH3:1][N:2]1[C:10]2[C:5](=[CH:6][CH:7]=[CH:8][CH:9]=2)[C:4]([CH2:11][CH:12]([CH3:14])[CH3:13])=[C:3]1[C:15]([NH:17][C@H:18]([C:23]([NH:25][CH:26]([C:35](=[O:38])[CH2:36]Br)[CH2:27][C:28]([O:30][C:31]([CH3:34])([CH3:33])[CH3:32])=[O:29])=[O:24])[CH2:19][CH:20]([CH3:22])[CH3:21])=[O:16].[F-].[K+].[Cl:41][C:42]1[CH:50]=[CH:49][CH:48]=[C:47]([Cl:51])[C:43]=1[C:44]([OH:46])=[O:45].CCCCCC.CCOC(C)=O. The catalyst is CN(C=O)C. The product is [CH3:1][N:2]1[C:10]2[C:5](=[CH:6][CH:7]=[CH:8][CH:9]=2)[C:4]([CH2:11][CH:12]([CH3:14])[CH3:13])=[C:3]1[C:15]([NH:17][C@H:18]([C:23]([NH:25][CH:26]([C:35](=[O:38])[CH2:36][O:46][C:44](=[O:45])[C:43]1[C:42]([Cl:41])=[CH:50][CH:49]=[CH:48][C:47]=1[Cl:51])[CH2:27][C:28]([O:30][C:31]([CH3:34])([CH3:33])[CH3:32])=[O:29])=[O:24])[CH2:19][CH:20]([CH3:22])[CH3:21])=[O:16]. The yield is 1.00. (3) The reactants are Br[C:2]1[CH:10]=[CH:9][CH:8]=[C:7]2[C:3]=1[CH:4]=[CH:5][N:6]2[C:11]1[CH:16]=[CH:15][N:14]=[C:13]([NH:17][CH:18]2[CH2:23][CH2:22][CH:21]([C:24]([N:26]3[CH2:31][CH2:30][CH:29]([OH:32])[CH2:28][CH2:27]3)=[O:25])[CH2:20][CH2:19]2)[N:12]=1.C[C:34]1(C)C(C)(C)OB([C:41]2[CH:46]=[CH:45][N:44]=[CH:43][CH:42]=2)[O:35]1.C([O-])([O-])=O.[Na+].[Na+].C1(C)C=CC=CC=1. The catalyst is O.C1C=CC([P]([Pd]([P](C2C=CC=CC=2)(C2C=CC=CC=2)C2C=CC=CC=2)([P](C2C=CC=CC=2)(C2C=CC=CC=2)C2C=CC=CC=2)[P](C2C=CC=CC=2)(C2C=CC=CC=2)C2C=CC=CC=2)(C2C=CC=CC=2)C2C=CC=CC=2)=CC=1.CCO. The product is [NH4+:6].[OH-:25].[CH3:34][OH:35].[OH:32][CH:29]1[CH2:30][CH2:31][N:26]([C:24]([CH:21]2[CH2:20][CH2:19][CH:18]([NH:17][C:13]3[N:12]=[C:11]([N:6]4[C:7]5[C:3](=[C:2]([C:41]6[CH:46]=[CH:45][N:44]=[CH:43][CH:42]=6)[CH:10]=[CH:9][CH:8]=5)[CH:4]=[CH:5]4)[CH:16]=[CH:15][N:14]=3)[CH2:23][CH2:22]2)=[O:25])[CH2:27][CH2:28]1. The yield is 0.0100. (4) The catalyst is CN(C)C=O. The product is [CH2:15]([S:22][C:8]1[CH2:12][C:11]([CH3:14])([CH3:13])[O:10][N:9]=1)[C:16]1[CH:21]=[CH:20][CH:19]=[CH:18][CH:17]=1. The yield is 0.620. The reactants are C(=O)([O-])[O-].[K+].[K+].Cl[C:8]1[CH2:12][C:11]([CH3:14])([CH3:13])[O:10][N:9]=1.[CH2:15]([SH:22])[C:16]1[CH:21]=[CH:20][CH:19]=[CH:18][CH:17]=1.O. (5) The reactants are [N:1]1[CH:6]=[CH:5][N:4]=[C:3]2[S:7][C:8]([C:10]([OH:12])=O)=[CH:9][C:2]=12.CN(C(ON1N=NC2C=CC=NC1=2)=[N+](C)C)C.F[P-](F)(F)(F)(F)F.CCN(C(C)C)C(C)C.[NH2:46][C:47]1[C:48]([F:68])=[CH:49][C:50]([F:67])=[C:51]([NH:53][C:54](=[O:66])[C:55]2[CH:60]=[CH:59][CH:58]=[C:57]([C:61]([C:64]#[N:65])([CH3:63])[CH3:62])[CH:56]=2)[CH:52]=1.C(O)(=O)CC(CC(O)=O)(C(O)=O)O. The catalyst is CN(C=O)C. The product is [C:64]([C:61]([C:57]1[CH:56]=[C:55]([CH:60]=[CH:59][CH:58]=1)[C:54]([NH:53][C:51]1[C:50]([F:67])=[CH:49][C:48]([F:68])=[C:47]([NH:46][C:10]([C:8]2[S:7][C:3]3=[N:4][CH:5]=[CH:6][N:1]=[C:2]3[CH:9]=2)=[O:12])[CH:52]=1)=[O:66])([CH3:63])[CH3:62])#[N:65]. The yield is 0.200. (6) The catalyst is C1COCC1. The product is [CH:1]1([CH2:4][O:5][C:6]2[CH:7]=[C:8]3[C:13](=[CH:14][CH:15]=2)[N:12]=[C:11]([NH:16][CH2:17][CH2:18][NH:19][C:20](=[O:22])[CH3:21])[C:10]([CH2:23][OH:24])=[CH:9]3)[CH2:2][CH2:3]1. The yield is 1.00. The reactants are [CH:1]1([CH2:4][O:5][C:6]2[CH:7]=[C:8]3[C:13](=[CH:14][CH:15]=2)[N:12]=[C:11]([NH:16][CH2:17][CH2:18][NH:19][C:20](=[O:22])[CH3:21])[C:10]([CH:23]=[O:24])=[CH:9]3)[CH2:3][CH2:2]1.[BH4-].[Na+]. (7) The reactants are [F:1][C:2]([F:13])([F:12])[CH:3]([C:8]([F:11])([F:10])[F:9])[CH:4]([CH2:6][OH:7])[NH2:5].C(N(CC)CC)C.[Cl:21][C:22]1[CH:27]=[CH:26][C:25]([S:28](Cl)(=[O:30])=[O:29])=[CH:24][C:23]=1[N+:32]([O-:34])=[O:33]. The catalyst is C(Cl)Cl. The product is [Cl:21][C:22]1[CH:27]=[CH:26][C:25]([S:28]([NH:5][CH:4]([CH2:6][OH:7])[CH:3]([C:8]([F:10])([F:9])[F:11])[C:2]([F:12])([F:13])[F:1])(=[O:30])=[O:29])=[CH:24][C:23]=1[N+:32]([O-:34])=[O:33]. The yield is 0.130.